Dataset: Full USPTO retrosynthesis dataset with 1.9M reactions from patents (1976-2016). Task: Predict the reactants needed to synthesize the given product. (1) Given the product [N:20]1([CH2:19][CH2:18][CH2:17][O:1][C:2]2[CH:3]=[CH:4][C:5]([C:8]3([C:14]#[N:15])[CH2:13][CH2:12][CH2:11][CH2:10][CH2:9]3)=[CH:6][CH:7]=2)[CH2:24][CH2:23][CH2:22][CH2:21]1, predict the reactants needed to synthesize it. The reactants are: [OH:1][C:2]1[CH:7]=[CH:6][C:5]([C:8]2([C:14]#[N:15])[CH2:13][CH2:12][CH2:11][CH2:10][CH2:9]2)=[CH:4][CH:3]=1.Cl[CH2:17][CH2:18][CH2:19][N:20]1[CH2:24][CH2:23][CH2:22][CH2:21]1.[I-].[Na+].C([O-])([O-])=O.[K+].[K+]. (2) Given the product [Cl:2][C:3]1[CH:8]=[CH:7][C:6]([F:9])=[CH:5][C:4]=1[CH:10]1[CH2:11][CH2:12][N:13]([C:32]([C:31]2[C:25]3[CH2:24][N:23]([C:21]([O:20][C:16]([CH3:19])([CH3:18])[CH3:17])=[O:22])[CH2:28][CH2:27][C:26]=3[NH:29][N:30]=2)=[O:33])[CH2:14][CH2:15]1, predict the reactants needed to synthesize it. The reactants are: Cl.[Cl:2][C:3]1[CH:8]=[CH:7][C:6]([F:9])=[CH:5][C:4]=1[CH:10]1[CH2:15][CH2:14][NH:13][CH2:12][CH2:11]1.[C:16]([O:20][C:21]([N:23]1[CH2:28][CH2:27][C:26]2[NH:29][N:30]=[C:31]([C:32](O)=[O:33])[C:25]=2[CH2:24]1)=[O:22])([CH3:19])([CH3:18])[CH3:17].C(N(C(C)C)CC)(C)C.CCN=C=NCCCN(C)C.C1C=CC2N(O)N=NC=2C=1. (3) Given the product [F:8][C:6]1[CH:5]=[CH:4][C:3]([N+:9]([O-:11])=[O:10])=[C:2]([N:16]2[CH:17]=[C:13]([CH3:12])[N:14]=[CH:15]2)[CH:7]=1, predict the reactants needed to synthesize it. The reactants are: F[C:2]1[CH:7]=[C:6]([F:8])[CH:5]=[CH:4][C:3]=1[N+:9]([O-:11])=[O:10].[CH3:12][C:13]1[N:14]=[CH:15][NH:16][CH:17]=1.C(=O)([O-])[O-].[K+].[K+]. (4) Given the product [Br:1][C:2]1[CH:3]=[C:4]2[C:10]([C:11]3[O:15][C:14]([CH2:16][NH2:17])=[CH:13][CH:12]=3)=[C:9]([C:21]3[CH:22]=[CH:23][CH:24]=[CH:25][CH:26]=3)[NH:8][C:5]2=[N:6][CH:7]=1, predict the reactants needed to synthesize it. The reactants are: [Br:1][C:2]1[CH:3]=[C:4]2[C:10]([C:11]3[O:15][C:14]([CH2:16][NH:17]C(=O)C)=[CH:13][CH:12]=3)=[C:9]([C:21]3[CH:26]=[CH:25][CH:24]=[CH:23][CH:22]=3)[NH:8][C:5]2=[N:6][CH:7]=1.[OH-].[K+]. (5) The reactants are: C(OC([N:6]1[C:10]2=[N:11][CH:12]=[C:13](B3OC(C)(C)C(C)(C)O3)[CH:14]=[C:9]2[CH:8]=[C:7]1[C:24]1[C:29]([F:30])=[CH:28][CH:27]=[CH:26][C:25]=1[F:31])=O)C.[OH:32][CH2:33][CH2:34][NH:35][C:36]([C:38]1[CH:43]=[C:42]([CH3:44])[C:41](Br)=[CH:40][N:39]=1)=[O:37]. Given the product [OH:32][CH2:33][CH2:34][NH:35][C:36]([C:38]1[CH:43]=[C:42]([CH3:44])[C:41]([C:13]2[CH:14]=[C:9]3[CH:8]=[C:7]([C:24]4[C:25]([F:31])=[CH:26][CH:27]=[CH:28][C:29]=4[F:30])[NH:6][C:10]3=[N:11][CH:12]=2)=[CH:40][N:39]=1)=[O:37], predict the reactants needed to synthesize it. (6) Given the product [CH3:1][O:2][C:3](=[O:20])[CH:4]([C:13]1[CH:18]=[CH:17][C:16](/[CH:37]=[CH:36]/[C:35](=[O:38])[NH:34][C:29]2[CH:30]=[CH:31][CH:32]=[CH:33][C:28]=2[NH:27][C:26]([O:25][C:21]([CH3:24])([CH3:23])[CH3:22])=[O:39])=[CH:15][CH:14]=1)[CH2:5][CH2:6][CH:7]1[CH2:11][CH2:10][CH2:9][N:8]1[CH3:12], predict the reactants needed to synthesize it. The reactants are: [CH3:1][O:2][C:3](=[O:20])[CH:4]([C:13]1[CH:18]=[CH:17][C:16](Br)=[CH:15][CH:14]=1)[CH2:5][CH2:6][CH:7]1[CH2:11][CH2:10][CH2:9][N:8]1[CH3:12].[C:21]([O:25][C:26](=[O:39])[NH:27][C:28]1[CH:33]=[CH:32][CH:31]=[CH:30][C:29]=1[NH:34][C:35](=[O:38])[CH:36]=[CH2:37])([CH3:24])([CH3:23])[CH3:22].C1(C)C=CC=CC=1P(C1C=CC=CC=1C)C1C=CC=CC=1C.C(N(CC)CC)C.[NH4+].[Cl-]. (7) Given the product [NH2:5][C:4]1[C:3]2[CH:6]=[C:7]([C:10]([F:13])([F:12])[F:11])[CH:8]=[CH:9][C:2]=2[S:16][C:15]=1[C:14]([O:18][CH3:19])=[O:17], predict the reactants needed to synthesize it. The reactants are: Cl[C:2]1[CH:9]=[CH:8][C:7]([C:10]([F:13])([F:12])[F:11])=[CH:6][C:3]=1[C:4]#[N:5].[C:14]([O:18][CH3:19])(=[O:17])[CH2:15][SH:16].C(=O)([O-])[O-].[K+].[K+].CN(C)C=O.